Dataset: Reaction yield outcomes from USPTO patents with 853,638 reactions. Task: Predict the reaction yield, written as a fraction of the theoretical maximum amount of product (1.0 means a 100% yield; for example, 0.34 means a 34% yield). (1) The reactants are [CH3:1][C@@:2]12[C:21](OS(C(F)(F)F)(=O)=O)=[CH:20][CH2:19][C@H:3]1[C@H:4]1[C@H:9]([CH2:10][CH2:11]2)[C@:8]([CH2:13][CH2:14][C:15]([OH:17])=[O:16])([CH3:12])[C:7](=[O:18])[CH2:6][CH2:5]1.[N:30]1[CH:35]=[CH:34][CH:33]=[C:32](B(O)O)[CH:31]=1. The catalyst is C1COCC1.Cl[Pd](Cl)([P](C1C=CC=CC=1)(C1C=CC=CC=1)C1C=CC=CC=1)[P](C1C=CC=CC=1)(C1C=CC=CC=1)C1C=CC=CC=1. The product is [CH3:1][C@@:2]12[C:21]([C:32]3[CH:31]=[N:30][CH:35]=[CH:34][CH:33]=3)=[CH:20][CH2:19][C@H:3]1[C@H:4]1[C@H:9]([CH2:10][CH2:11]2)[C@:8]([CH2:13][CH2:14][C:15]([OH:17])=[O:16])([CH3:12])[C:7](=[O:18])[CH2:6][CH2:5]1. The yield is 0.650. (2) The reactants are [ClH:1].C(O[C:7]([N:9]1[CH2:14][CH2:13][N:12](C)[CH2:11][CH:10]1[C:16]1[O:20][N:19]=[C:18]([C:21]2[CH:26]=[CH:25][C:24]([F:27])=[CH:23][CH:22]=2)[N:17]=1)=O)(C)(C)C. The catalyst is CO. The product is [ClH:1].[ClH:1].[F:27][C:24]1[CH:25]=[CH:26][C:21]([C:18]2[N:17]=[C:16]([CH:10]3[CH2:11][NH:12][CH2:13][CH2:14][N:9]3[CH3:7])[O:20][N:19]=2)=[CH:22][CH:23]=1. The yield is 1.00.